The task is: Predict the reactants needed to synthesize the given product.. This data is from Full USPTO retrosynthesis dataset with 1.9M reactions from patents (1976-2016). (1) Given the product [NH2:23][C:20]1[N:19]=[CH:18][C:17]([O:16][C:3]2[CH:4]=[C:5]([NH:8][C:9](=[O:15])[O:10][C:11]([CH3:13])([CH3:12])[CH3:14])[CH:6]=[CH:7][C:2]=2[CH3:1])=[CH:22][CH:21]=1, predict the reactants needed to synthesize it. The reactants are: [CH3:1][C:2]1[CH:7]=[CH:6][C:5]([NH:8][C:9](=[O:15])[O:10][C:11]([CH3:14])([CH3:13])[CH3:12])=[CH:4][C:3]=1[O:16][C:17]1[CH:18]=[N:19][C:20]([N+:23]([O-])=O)=[CH:21][CH:22]=1. (2) The reactants are: [CH2:1]([N:8]([CH2:25][C@@H:26]([O:39][CH:40]([O:42][CH2:43][CH3:44])[CH3:41])[CH2:27]OS(C1C=CC(C)=CC=1)(=O)=O)[C@@H:9]([CH2:20][C:21]([O:23][CH3:24])=[O:22])[C:10]([O:12][CH2:13][C:14]1[CH:19]=[CH:18][CH:17]=[CH:16][CH:15]=1)=[O:11])[C:2]1[CH:7]=[CH:6][CH:5]=[CH:4][CH:3]=1.C1(C)C=CC=CC=1.C[Si](C)(C)[N-][Si](C)(C)C.[Li+]. Given the product [CH2:1]([N:8]1[CH2:25][C@@H:26]([O:39][CH:40]([O:42][CH2:43][CH3:44])[CH3:41])[CH2:27][C@H:20]([C:21]([O:23][CH3:24])=[O:22])[C@H:9]1[C:10]([O:12][CH2:13][C:14]1[CH:19]=[CH:18][CH:17]=[CH:16][CH:15]=1)=[O:11])[C:2]1[CH:3]=[CH:4][CH:5]=[CH:6][CH:7]=1, predict the reactants needed to synthesize it. (3) Given the product [Br:1][CH:4]([CH3:5])[C:3]([C:7]1[CH:8]=[C:9]([CH:14]=[CH:15][CH:16]=1)[C:10]([O:12][CH3:13])=[O:11])=[O:6], predict the reactants needed to synthesize it. The reactants are: [Br:1]Br.[C:3]([C:7]1[CH:8]=[C:9]([CH:14]=[CH:15][CH:16]=1)[C:10]([O:12][CH3:13])=[O:11])(=[O:6])[CH2:4][CH3:5]. (4) Given the product [F:1][C:2]1[CH:3]=[C:4]([CH:7]=[CH:8][C:9]=1[C:10]1[S:11][C:12]2[C:17]([N:18]=1)=[CH:16][CH:15]=[C:14]([C:19]1([C:22]3[CH:23]=[CH:24][CH:25]=[CH:26][CH:27]=3)[CH2:20][CH2:21]1)[N:13]=2)[CH2:5][NH:36][C@H:35]([CH3:37])[C:34]([O:33][C:29]([CH3:32])([CH3:31])[CH3:30])=[O:38], predict the reactants needed to synthesize it. The reactants are: [F:1][C:2]1[CH:3]=[C:4]([CH:7]=[CH:8][C:9]=1[C:10]1[S:11][C:12]2[C:17]([N:18]=1)=[CH:16][CH:15]=[C:14]([C:19]1([C:22]3[CH:27]=[CH:26][CH:25]=[CH:24][CH:23]=3)[CH2:21][CH2:20]1)[N:13]=2)[CH:5]=O.Cl.[C:29]([O:33][C:34](=[O:38])[C@@H:35]([CH3:37])[NH2:36])([CH3:32])([CH3:31])[CH3:30]. (5) Given the product [CH:1]1([C:4]2[CH:5]=[C:6]([C@@H:16]([CH2:29][C@H:30]3[CH2:34][CH2:33][C:32](=[O:35])[CH2:31]3)[C:17]([NH:19][C:20]3[N:21]=[CH:22][C:23]([CH2:26][C:49]([N:48]([CH3:57])[CH3:47])=[O:36])=[N:24][CH:25]=3)=[O:18])[CH:7]=[CH:8][C:9]=2[S:10]([CH:13]2[CH2:14][CH2:15]2)(=[O:11])=[O:12])[CH2:2][CH2:3]1, predict the reactants needed to synthesize it. The reactants are: [CH:1]1([C:4]2[CH:5]=[C:6]([C@@H:16]([CH2:29][C@H:30]3[CH2:34][CH2:33][C:32](=[O:35])[CH2:31]3)[C:17]([NH:19][C:20]3[N:21]=[CH:22][C:23]([C:26](O)=O)=[N:24][CH:25]=3)=[O:18])[CH:7]=[CH:8][C:9]=2[S:10]([CH:13]2[CH2:15][CH2:14]2)(=[O:12])=[O:11])[CH2:3][CH2:2]1.[OH:36]N1C2C=CC=CC=2N=N1.Cl.[CH3:47][N:48]([CH3:57])[CH2:49]CCN=C=NCC.Cl.CNC. (6) The reactants are: [NH2:1][C:2]1[N:7]=[CH:6][C:5]([N:8]2[CH2:13][CH2:12][N:11]3[CH2:14][CH2:15][CH2:16][CH:10]3[C:9]2=[O:17])=[CH:4][CH:3]=1.[CH3:18][N:19]([CH3:38])[C:20]([C:22]1[N:31]([CH:32]2[CH2:37][CH2:36][CH2:35][CH2:34][CH2:33]2)[C:25]2[N:26]=[C:27](Cl)[N:28]=[CH:29][C:24]=2[CH:23]=1)=[O:21]. Given the product [CH3:18][N:19]([CH3:38])[C:20]([C:22]1[N:31]([CH:32]2[CH2:37][CH2:36][CH2:35][CH2:34][CH2:33]2)[C:25]2[N:26]=[C:27]([NH:1][C:2]3[CH:3]=[CH:4][C:5]([N:8]4[CH2:13][CH2:12][N:11]5[CH2:14][CH2:15][CH2:16][CH:10]5[C:9]4=[O:17])=[CH:6][N:7]=3)[N:28]=[CH:29][C:24]=2[CH:23]=1)=[O:21], predict the reactants needed to synthesize it. (7) Given the product [OH:16][C:3]1([C:2]([F:22])([F:1])[F:21])[CH2:4][CH2:5][N:6]([C:9]([O:11][C:12]([CH3:15])([CH3:13])[CH3:14])=[O:10])[CH2:7][CH2:8]1, predict the reactants needed to synthesize it. The reactants are: [F:1][C:2]([F:22])([F:21])[C:3]1([O:16][Si](C)(C)C)[CH2:8][CH2:7][N:6]([C:9]([O:11][C:12]([CH3:15])([CH3:14])[CH3:13])=[O:10])[CH2:5][CH2:4]1.C(=O)([O-])[O-].[K+].[K+]. (8) Given the product [Cl:35][C:32]1[CH:33]=[CH:34][C:29]([C:23]2[N:24]([CH3:28])[C:25]3[C:21]([C:22]=2[CH2:36][CH2:37][C:38]([O:40][CH3:41])=[O:39])=[CH:12][C:13]([CH:14]=[CH2:15])=[CH:27][CH:26]=3)=[CH:30][CH:31]=1, predict the reactants needed to synthesize it. The reactants are: C([Sn]([CH2:12][CH2:13][CH2:14][CH3:15])([CH2:12][CH2:13][CH2:14][CH3:15])[CH2:12][CH2:13][CH2:14][CH3:15])=C.[Cl-].[Li+].BrC1C=[C:21]2[C:25](=[CH:26][CH:27]=1)[N:24]([CH3:28])[C:23]([C:29]1[CH:34]=[CH:33][C:32]([Cl:35])=[CH:31][CH:30]=1)=[C:22]2[CH2:36][CH2:37][C:38]([O:40][CH3:41])=[O:39]. (9) Given the product [O:1]1[CH2:6][CH2:5][N:4]([CH2:7][CH2:8][O:9][C:42]2[CH:43]=[C:44]3[C:48](=[CH:49][CH:41]=2)[C:47](=[O:50])[C:46]([C:59]2[CH:64]=[CH:63][C:62]([CH3:65])=[CH:61][CH:60]=2)=[C:45]3[C:52]2[CH:53]=[CH:54][CH:55]=[CH:56][CH:57]=2)[CH2:3][CH2:2]1, predict the reactants needed to synthesize it. The reactants are: [O:1]1[CH2:6][CH2:5][N:4]([CH2:7][CH2:8][O:9]C2C=C3C(=CC=2)C(=O)C(C2C=NC=CC=2)=C3C2C=CC=CC=2)[CH2:3][CH2:2]1.O1CCN(CCO[C:41]2[CH:49]=[C:48]3[C:44]([C:45]([C:52]4[CH:57]=[CH:56][CH:55]=[CH:54][CH:53]=4)=[C:46](Br)[C:47]3=[O:50])=[CH:43][CH:42]=2)CC1.B(O)(O)[C:59]1[CH:60]=[CH:61][C:62]([CH3:65])=[CH:63][CH:64]=1.